This data is from Full USPTO retrosynthesis dataset with 1.9M reactions from patents (1976-2016). The task is: Predict the reactants needed to synthesize the given product. The reactants are: [C:1]([O:5][C:6]([N:8]1[CH2:17][CH2:16][C:15]2[C:10](=[CH:11][C:12](OS(C(F)(F)F)(=O)=O)=[C:13]([O:18][CH3:19])[CH:14]=2)[CH:9]1[CH2:28][C:29]1[CH:34]=[CH:33][C:32]([Cl:35])=[C:31]([Cl:36])[CH:30]=1)=[O:7])([CH3:4])([CH3:3])[CH3:2].[CH3:37][N:38](C=O)C. Given the product [C:1]([O:5][C:6]([N:8]1[CH2:17][CH2:16][C:15]2[C:10](=[CH:11][C:12]([C:37]#[N:38])=[C:13]([O:18][CH3:19])[CH:14]=2)[CH:9]1[CH2:28][C:29]1[CH:34]=[CH:33][C:32]([Cl:35])=[C:31]([Cl:36])[CH:30]=1)=[O:7])([CH3:3])([CH3:2])[CH3:4], predict the reactants needed to synthesize it.